Dataset: Reaction yield outcomes from USPTO patents with 853,638 reactions. Task: Predict the reaction yield, written as a fraction of the theoretical maximum amount of product (1.0 means a 100% yield; for example, 0.34 means a 34% yield). (1) The reactants are CC([O-])(C)C.[K+].CC1C=CC(S([CH2:17][N+:18]#[C-])(=O)=O)=CC=1.[CH2:20]([O:27][C:28]1[CH:35]=[CH:34][C:31]([CH:32]=O)=[CH:30][C:29]=1[Cl:36])[C:21]1[CH:26]=[CH:25][CH:24]=[CH:23][CH:22]=1.CO. The catalyst is C1COCC1.O. The product is [CH2:20]([O:27][C:28]1[CH:35]=[CH:34][C:31]([CH2:32][C:17]#[N:18])=[CH:30][C:29]=1[Cl:36])[C:21]1[CH:26]=[CH:25][CH:24]=[CH:23][CH:22]=1. The yield is 0.340. (2) The reactants are [Br:1][C:2]1[C:7]([C:8](OC)=[O:9])=[CH:6][C:5]([NH:12][C:13]([NH:15][CH2:16][CH3:17])=[O:14])=[N:4][CH:3]=1.[NH3:18]. The catalyst is CO. The product is [Br:1][C:2]1[C:7]([C:8]([NH2:18])=[O:9])=[CH:6][C:5]([NH:12][C:13]([NH:15][CH2:16][CH3:17])=[O:14])=[N:4][CH:3]=1. The yield is 0.951. (3) The reactants are [CH2:1]([NH:3][CH2:4][C:5]([N:7]1[CH2:12][CH2:11][S:10][C:9]2[CH:13]=[CH:14][C:15]([N+:17]([O-:19])=[O:18])=[CH:16][C:8]1=2)=[O:6])[CH3:2].C(N(CC)CC)C.[C:27](O[C:27]([O:29][C:30]([CH3:33])([CH3:32])[CH3:31])=[O:28])([O:29][C:30]([CH3:33])([CH3:32])[CH3:31])=[O:28]. The catalyst is O1CCOCC1.C(OCC)(=O)C. The product is [CH2:1]([N:3]([CH2:4][C:5]([N:7]1[CH2:12][CH2:11][S:10][C:9]2[CH:13]=[CH:14][C:15]([N+:17]([O-:19])=[O:18])=[CH:16][C:8]1=2)=[O:6])[C:27](=[O:28])[O:29][C:30]([CH3:33])([CH3:32])[CH3:31])[CH3:2]. The yield is 0.980. (4) The reactants are [CH3:1][N:2]1[C:10]2[C:5](=[CH:6][CH:7]=[CH:8][CH:9]=2)[CH2:4][C:3]1=[O:11].Br[CH2:13][CH2:14]Br.[H-].[Na+].[Cl-].[NH4+]. The catalyst is CO.CN(C)C=O. The product is [CH3:1][N:2]1[C:10]2[C:5](=[CH:6][CH:7]=[CH:8][CH:9]=2)[C:4]2([CH2:14][CH2:13]2)[C:3]1=[O:11]. The yield is 0.920. (5) The reactants are C(=O)([O-])[O-].[Na+].[Na+].[CH:7]1[C:19]2[CH:18]([CH2:20][O:21][C:22](Cl)=[O:23])[C:17]3[C:12](=[CH:13][CH:14]=[CH:15][CH:16]=3)[C:11]=2[CH:10]=[CH:9][CH:8]=1.[Cl:25][C@@H:26]1[CH2:30][NH:29][C@@H:28]2[C@@H:31]([OH:34])[CH2:32][O:33][C@H:27]12. The catalyst is O.O1CCOCC1. The product is [Cl:25][C@@H:26]1[CH2:30][N:29]([C:22]([O:21][CH2:20][CH:18]2[C:19]3[CH:7]=[CH:8][CH:9]=[CH:10][C:11]=3[C:16]3[C:17]2=[CH:12][CH:13]=[CH:14][CH:15]=3)=[O:23])[C@@H:28]2[C@@H:31]([OH:34])[CH2:32][O:33][C@H:27]12. The yield is 0.760. (6) The reactants are [Br:1][C:2]1[CH:7]=[CH:6][CH:5]=[CH:4][C:3]=1[OH:8].C([O-])([O-])=O.[K+].[K+].I[CH2:16][CH3:17]. The catalyst is CC(C)=O. The product is [CH2:16]([O:8][C:3]1[CH:4]=[CH:5][CH:6]=[CH:7][C:2]=1[Br:1])[CH3:17]. The yield is 0.880. (7) The reactants are [CH:1]([C:3]1[C:11]2[C:6](=[CH:7][C:8]([C@H:12]3[C@@:14]4([C:22]5[C:17](=[CH:18][CH:19]=[CH:20][CH:21]=5)[NH:16][C:15]4=[O:23])[CH2:13]3)=[CH:9][CH:10]=2)[NH:5][N:4]=1)=[CH2:2].Br[C:25]1[CH:30]=[CH:29][N:28]=[C:27]([CH3:31])[CH:26]=1.CCN(C(C)C)C(C)C.CC1C=CC=CC=1P(C1C=CC=CC=1C)C1C=CC=CC=1C. The catalyst is CN(C=O)C.CC([O-])=O.CC([O-])=O.[Pd+2]. The product is [CH3:31][C:27]1[CH:26]=[C:25](/[CH:2]=[CH:1]/[C:3]2[C:11]3[C:6](=[CH:7][C:8]([C@H:12]4[C@@:14]5([C:22]6[C:17](=[CH:18][CH:19]=[CH:20][CH:21]=6)[NH:16][C:15]5=[O:23])[CH2:13]4)=[CH:9][CH:10]=3)[NH:5][N:4]=2)[CH:30]=[CH:29][N:28]=1. The yield is 0.230. (8) The reactants are F[C:2]1[CH:3]=[C:4]([CH:28]=[C:29](F)[CH:30]=1)[CH2:5][C@@H]([C@@H]([C@H]1C[C@@H](OCC=C)CN1C(OC(C)(C)C)=O)O)C(O)=O.[F:32][C:33]1[CH:34]=[C:35]([CH:66]=[C:67]([F:69])[CH:68]=1)[CH2:36][C@@H:37]([C@@H:41]([C@H:50]1[CH2:54][C@@H:53]([O:55][CH2:56][CH:57]=[CH2:58])[CH2:52][N:51]1[C:59]([O:61][C:62]([CH3:65])([CH3:64])[CH3:63])=[O:60])[O:42][Si:43]([C:46]([CH3:49])([CH3:48])[CH3:47])([CH3:45])[CH3:44])[C:38]([OH:40])=[O:39].FC1C=C(C=C(F)C=1)C[C@H](C(N1[C@@H](CC2C=CC=CC=2)COC1=O)=O)[C@@H]([C@H]1C[C@@H](OCC=C)CN1C(OC(C)(C)C)=O)O.CCN(C(C)C)C(C)C.O([Si](C(C)(C)C)(C)C)S(C(F)(F)F)(=O)=O.OO.[OH-].[Li+]. The catalyst is ClCCl.C1COCC1.O.CCOCC. The product is [CH2:56]([O:55][C@H:53]1[CH2:52][N:51]([C:59]([O:61][C:62]([CH3:65])([CH3:64])[CH3:63])=[O:60])[C@@H:50]([C@@H:41]([O:42][Si:43]([C:46]([CH3:48])([CH3:49])[CH3:47])([CH3:44])[CH3:45])[C@@H:37]([C:38]([O:40][CH2:5][C:4]2[CH:28]=[CH:29][CH:30]=[CH:2][CH:3]=2)=[O:39])[CH2:36][C:35]2[CH:66]=[C:67]([F:69])[CH:68]=[C:33]([F:32])[CH:34]=2)[CH2:54]1)[CH:57]=[CH2:58]. The yield is 0.620.